This data is from Reaction yield outcomes from USPTO patents with 853,638 reactions. The task is: Predict the reaction yield, written as a fraction of the theoretical maximum amount of product (1.0 means a 100% yield; for example, 0.34 means a 34% yield). (1) The reactants are [CH:1]([O:4][C:5]1[CH:10]=[CH:9][C:8]([C:11]([N:13]2[CH2:18][CH2:17][C:16]3([O:23][CH:22]([CH2:24][O:25][CH3:26])[CH2:21][NH:20][CH2:19]3)[CH2:15][CH2:14]2)=[O:12])=[CH:7][C:6]=1[CH3:27])([CH3:3])[CH3:2].[C:28]1(=O)[CH2:31][CH2:30][CH2:29]1.C(O)(=O)C.[BH-](OC(C)=O)(OC(C)=O)OC(C)=O.[Na+]. The catalyst is ClC(Cl)C.CC(OC)(C)C. The product is [CH:28]1([N:20]2[CH2:19][C:16]3([CH2:15][CH2:14][N:13]([C:11]([C:8]4[CH:9]=[CH:10][C:5]([O:4][CH:1]([CH3:3])[CH3:2])=[C:6]([CH3:27])[CH:7]=4)=[O:12])[CH2:18][CH2:17]3)[O:23][CH:22]([CH2:24][O:25][CH3:26])[CH2:21]2)[CH2:31][CH2:30][CH2:29]1. The yield is 0.840. (2) The reactants are [Br:1][C:2]1[CH:7]=[C:6]([F:8])[C:5]([CH2:9]O)=[C:4]([F:11])[CH:3]=1.[Br:12]P(Br)Br. The catalyst is C(Cl)Cl. The product is [Br:1][C:2]1[CH:7]=[C:6]([F:8])[C:5]([CH2:9][Br:12])=[C:4]([F:11])[CH:3]=1. The yield is 0.612. (3) The product is [O:28]([C:25]1[CH:24]=[CH:23][C:22]([C:16]2[N:36]=[C:35]([N:38]3[CH2:39][CH2:40][NH:41][CH2:42][CH2:43]3)[S:37][C:17]=2[C:19]([O:21][CH2:51][CH3:52])=[O:20])=[CH:27][CH:26]=1)[C:29]1[CH:30]=[CH:31][CH:32]=[CH:33][CH:34]=1. The reactants are C(OC(N1CCC(C2S[C:16]([C:22]3[CH:27]=[CH:26][C:25]([O:28][C:29]4[CH:34]=[CH:33][CH:32]=[CH:31][CH:30]=4)=[CH:24][CH:23]=3)=[C:17]([C:19]([OH:21])=[O:20])N=2)CC1)=O)(C)(C)C.[C:35]([N:38]1[CH2:43][CH2:42][N:41](C(OC(C)(C)C)=O)[CH2:40][CH2:39]1)(=[S:37])[NH2:36].[CH2:51](O)[CH3:52]. No catalyst specified. The yield is 0.520. (4) The reactants are [CH3:1][O:2][C:3]([C:5]1[CH:10]=[CH:9][C:8]([C:11]([OH:13])=O)=[CH:7][N:6]=1)=[O:4].C(N(CC)CC)C.ClC(OCC)=O.[N-:27]=[N+:28]=[N-:29].[Na+]. The catalyst is CC(C)=O.O. The product is [CH3:1][O:2][C:3]([C:5]1[CH:10]=[CH:9][C:8]([C:11]([N:27]=[N+:28]=[N-:29])=[O:13])=[CH:7][N:6]=1)=[O:4]. The yield is 0.830. (5) The reactants are C(OC([N:6]1[CH:10]=[C:9]([C:11]2[C:12]3[CH:19]=[CH:18][N:17]([CH2:20][O:21][CH2:22][CH2:23][Si:24]([CH3:27])([CH3:26])[CH3:25])[C:13]=3[N:14]=[CH:15][N:16]=2)[CH:8]=[N:7]1)C)C.Cl.[OH-].[Na+]. The catalyst is C1COCC1.O. The product is [NH:6]1[CH:10]=[C:9]([C:11]2[C:12]3[CH:19]=[CH:18][N:17]([CH2:20][O:21][CH2:22][CH2:23][Si:24]([CH3:27])([CH3:26])[CH3:25])[C:13]=3[N:14]=[CH:15][N:16]=2)[CH:8]=[N:7]1. The yield is 0.739. (6) The reactants are [C:1]1(=[O:11])[C:9]2[C:4](=[CH:5][CH:6]=[CH:7][CH:8]=2)[C:3](=[O:10])O1.[CH2:12]1[CH:17]([NH2:18])[CH2:16][CH2:15][CH:14]([OH:19])[CH2:13]1.O. The catalyst is C1(C)C=CC=CC=1.CN(C=O)C. The product is [CH2:16]1[CH:17]([N:18]2[C:3](=[O:10])[C:4]3[C:9](=[CH:8][CH:7]=[CH:6][CH:5]=3)[C:1]2=[O:11])[CH2:12][CH2:13][CH:14]([OH:19])[CH2:15]1. The yield is 0.810.